This data is from Full USPTO retrosynthesis dataset with 1.9M reactions from patents (1976-2016). The task is: Predict the reactants needed to synthesize the given product. The reactants are: [C:1]([O:5][C:6](=[O:24])[N:7]([C:9]([C:16]1[CH:21]=[CH:20][C:19]([Cl:22])=[C:18]([Cl:23])[CH:17]=1)([CH2:13][NH:14][CH3:15])[CH2:10][CH:11]=[CH2:12])[CH3:8])([CH3:4])([CH3:3])[CH3:2].N1C=CC=CC=1.[F:38][C:37]([F:40])([F:39])[C:36](O[C:36](=[O:41])[C:37]([F:40])([F:39])[F:38])=[O:41].O. Given the product [C:1]([O:5][C:6](=[O:24])[N:7]([C:9]([C:16]1[CH:21]=[CH:20][C:19]([Cl:22])=[C:18]([Cl:23])[CH:17]=1)([CH2:13][N:14]([CH3:15])[C:36](=[O:41])[C:37]([F:38])([F:39])[F:40])[CH2:10][CH:11]=[CH2:12])[CH3:8])([CH3:2])([CH3:3])[CH3:4], predict the reactants needed to synthesize it.